This data is from Forward reaction prediction with 1.9M reactions from USPTO patents (1976-2016). The task is: Predict the product of the given reaction. (1) Given the reactants Br[C:2]1[CH:7]=[CH:6][C:5]([C@H:8]([NH:12][C@H:13]([C:18]([NH:20][C:21]2([C:24]#[N:25])[CH2:23][CH2:22]2)=[O:19])[CH2:14][CH:15]([CH3:17])[CH3:16])[CH:9]([F:11])[F:10])=[CH:4][CH:3]=1.[CH3:26][S:27][C:28]1[CH:33]=[CH:32][C:31](B(O)O)=[CH:30][CH:29]=1.C([O-])([O-])=O.[Na+].[Na+].C(=O)(O)[O-].[Na+], predict the reaction product. The product is: [C:24]([C:21]1([NH:20][C:18](=[O:19])[C@H:13]([CH2:14][CH:15]([CH3:17])[CH3:16])[NH:12][C@@H:8]([C:5]2[CH:6]=[CH:7][C:2]([C:31]3[CH:32]=[CH:33][C:28]([S:27][CH3:26])=[CH:29][CH:30]=3)=[CH:3][CH:4]=2)[CH:9]([F:11])[F:10])[CH2:23][CH2:22]1)#[N:25]. (2) The product is: [CH3:1][O:2][C:3](=[O:32])[NH:4][CH:5]([CH:6]1[CH2:8][CH2:38][O:37][CH2:33][CH2:7]1)[C:9]([N:11]1[CH2:15][CH2:14][CH2:13][CH:12]1[C:16]1[NH:17][C:18]([C:21]2[CH:30]=[CH:29][C:28]3[C:23](=[CH:24][CH:25]=[C:26]([Br:31])[CH:27]=3)[CH:22]=2)=[CH:19][N:20]=1)=[O:10]. Given the reactants [CH3:1][O:2][C:3](=[O:32])[NH:4][CH:5]([C:9]([N:11]1[CH2:15][CH2:14][CH2:13][CH:12]1[C:16]1[NH:17][C:18]([C:21]2[CH:30]=[CH:29][C:28]3[C:23](=[CH:24][CH:25]=[C:26]([Br:31])[CH:27]=3)[CH:22]=2)=[CH:19][N:20]=1)=[O:10])[CH:6]([CH3:8])[CH3:7].[C:33]([O:37][C:38](N1CCCC1C1NC(C2C=CC3C(=CC=C(Br)C=3)C=2)=CN=1)=O)(C)(C)C.COC(NC(C1CCOCC1)C(O)=O)=O, predict the reaction product.